This data is from Peptide-MHC class II binding affinity with 134,281 pairs from IEDB. The task is: Regression. Given a peptide amino acid sequence and an MHC pseudo amino acid sequence, predict their binding affinity value. This is MHC class II binding data. The peptide sequence is LDSSDTIWMDIEGPP. The MHC is DRB1_0401 with pseudo-sequence DRB1_0401. The binding affinity (normalized) is 0.493.